This data is from Peptide-MHC class II binding affinity with 134,281 pairs from IEDB. The task is: Regression. Given a peptide amino acid sequence and an MHC pseudo amino acid sequence, predict their binding affinity value. This is MHC class II binding data. The peptide sequence is CIANGVSTKIVTRIS. The MHC is DRB1_0301 with pseudo-sequence DRB1_0301. The binding affinity (normalized) is 0.458.